Dataset: Full USPTO retrosynthesis dataset with 1.9M reactions from patents (1976-2016). Task: Predict the reactants needed to synthesize the given product. Given the product [N+:8]([C:7]1[C:2]([O:17][C@H:14]2[CH2:15][CH2:16][C@H:11]([OH:18])[CH2:12][CH2:13]2)=[N:3][CH:4]=[CH:5][CH:6]=1)([O-:10])=[O:9], predict the reactants needed to synthesize it. The reactants are: F[C:2]1[C:7]([N+:8]([O-:10])=[O:9])=[CH:6][CH:5]=[CH:4][N:3]=1.[C@H:11]1([OH:18])[CH2:16][CH2:15][C@H:14]([OH:17])[CH2:13][CH2:12]1.